From a dataset of Retrosynthesis with 50K atom-mapped reactions and 10 reaction types from USPTO. Predict the reactants needed to synthesize the given product. (1) Given the product CC(C)(C)OC(=O)[C@H](O)CCc1ccc([N+](=O)[O-])cc1, predict the reactants needed to synthesize it. The reactants are: CC(=O)O[C@H](CCc1ccc([N+](=O)[O-])cc1)C(=O)OC(C)(C)C. (2) The reactants are: O=C(CBr)c1ccc(CO)cc1.O=c1cc(OCc2ccccc2)nc[nH]1. Given the product O=C(Cn1cnc(OCc2ccccc2)cc1=O)c1ccc(CO)cc1, predict the reactants needed to synthesize it. (3) Given the product COc1cc2nccc(Oc3ccc(NC(=S)NC(=O)c4ccc([N+](=O)[O-])cc4)cc3F)c2cc1OC, predict the reactants needed to synthesize it. The reactants are: COc1cc2nccc(Oc3ccc(N)cc3F)c2cc1OC.O=C(N=C=S)c1ccc([N+](=O)[O-])cc1. (4) The reactants are: CCNCC.O=C1Cc2ccccc2C1. Given the product CCN(CC)C1Cc2ccccc2C1, predict the reactants needed to synthesize it. (5) Given the product CC1(C)OB(c2cccc3cnsc23)OC1(C)C, predict the reactants needed to synthesize it. The reactants are: Brc1cccc2cnsc12.CC1(C)OB(B2OC(C)(C)C(C)(C)O2)OC1(C)C. (6) Given the product COc1cccc([C@@H]2C(=O)NC(=O)[C@H]2c2cn3c4c(cccc24)CCC3)c1, predict the reactants needed to synthesize it. The reactants are: COc1cccc(C2=C(c3cn4c5c(cccc35)CCC4)C(=O)NC2=O)c1.